From a dataset of Reaction yield outcomes from USPTO patents with 853,638 reactions. Predict the reaction yield, written as a fraction of the theoretical maximum amount of product (1.0 means a 100% yield; for example, 0.34 means a 34% yield). (1) The reactants are [N+:1]([C:4]1[CH:9]=[CH:8][C:7]([OH:10])=[CH:6][CH:5]=1)([O-:3])=[O:2].Cl.Cl[CH2:13][CH2:14][N:15]1[CH2:20][CH2:19][O:18][CH2:17][CH2:16]1.C(=O)([O-])[O-].[K+].[K+]. The catalyst is CC(C)=O. The product is [N+:1]([C:4]1[CH:9]=[CH:8][C:7]([O:10][CH2:13][CH2:14][N:15]2[CH2:20][CH2:19][O:18][CH2:17][CH2:16]2)=[CH:6][CH:5]=1)([O-:3])=[O:2]. The yield is 0.540. (2) The reactants are [CH2:1]([N:8]1[CH2:12][CH:11]([C:13]2[CH:18]=[CH:17][C:16]([Cl:19])=[C:15]([Cl:20])[CH:14]=2)[CH:10]([NH2:21])[CH2:9]1)[C:2]1[CH:7]=[CH:6][CH:5]=[CH:4][CH:3]=1.C(NC(C)C)(C)C.[C:29]([O:33][C:34](O[C:34]([O:33][C:29]([CH3:32])([CH3:31])[CH3:30])=[O:35])=[O:35])([CH3:32])([CH3:31])[CH3:30]. The catalyst is ClCCl.CN(C)C1C=CN=CC=1. The product is [C:29]([O:33][C:34](=[O:35])[NH:21][CH:10]1[CH:11]([C:13]2[CH:18]=[CH:17][C:16]([Cl:19])=[C:15]([Cl:20])[CH:14]=2)[CH2:12][N:8]([CH2:1][C:2]2[CH:3]=[CH:4][CH:5]=[CH:6][CH:7]=2)[CH2:9]1)([CH3:32])([CH3:31])[CH3:30]. The yield is 0.140. (3) The reactants are [CH2:1]([O:3][C:4]([CH:6]1[CH2:11][CH2:10][CH2:9][NH:8][CH2:7]1)=[O:5])[CH3:2].[Cl:12][CH2:13][C:14](Cl)=[O:15]. No catalyst specified. The product is [CH2:1]([O:3][C:4]([CH:6]1[CH2:11][CH2:10][CH2:9][N:8]([C:14](=[O:15])[CH2:13][Cl:12])[CH2:7]1)=[O:5])[CH3:2]. The yield is 0.460.